From a dataset of Reaction yield outcomes from USPTO patents with 853,638 reactions. Predict the reaction yield, written as a fraction of the theoretical maximum amount of product (1.0 means a 100% yield; for example, 0.34 means a 34% yield). (1) The reactants are [Cl:1][C:2]1[CH:7]=[CH:6][CH:5]=[C:4]([CH:8]=[O:9])[C:3]=1[N:10]1[CH2:15][CH2:14][CH:13]([CH3:16])[CH:12]([NH:17]C(=O)OC)[CH2:11]1.[OH-].[K+]. The catalyst is CO.O. The product is [NH2:17][CH:12]1[CH:13]([CH3:16])[CH2:14][CH2:15][N:10]([C:3]2[C:2]([Cl:1])=[CH:7][CH:6]=[CH:5][C:4]=2[CH:8]=[O:9])[CH2:11]1. The yield is 0.319. (2) The reactants are C([O:4][CH2:5][C:6]1[C:11]([CH3:12])=[C:10]([O:13][CH2:14][CH2:15][C:16]2([CH2:21][CH2:22][CH3:23])[O:20][CH2:19][CH2:18][O:17]2)[CH:9]=[CH:8][N:7]=1)(=O)C.[OH-].[Na+]. The catalyst is CO. The product is [CH3:12][C:11]1[C:6]([CH2:5][OH:4])=[N:7][CH:8]=[CH:9][C:10]=1[O:13][CH2:14][CH2:15][C:16]1([CH2:21][CH2:22][CH3:23])[O:20][CH2:19][CH2:18][O:17]1. The yield is 0.850. (3) The reactants are Br[C:2]1[CH:7]=[CH:6][C:5]([NH:8][C:9](=[O:21])[C:10]2[CH:15]=[CH:14][CH:13]=[C:12]([C:16]([C:19]#[N:20])([CH3:18])[CH3:17])[CH:11]=2)=[CH:4][C:3]=1[NH:22][C:23]([C:25]1[S:33][C:28]2=[N:29][CH:30]=[CH:31][N:32]=[C:27]2[CH:26]=1)=[O:24].[Cu][C:35]#[N:36]. The catalyst is CN1C(=O)CCC1.[NH4+].[Cl-].[Cu]I. The product is [C:35]([C:2]1[CH:7]=[CH:6][C:5]([NH:8][C:9](=[O:21])[C:10]2[CH:15]=[CH:14][CH:13]=[C:12]([C:16]([C:19]#[N:20])([CH3:18])[CH3:17])[CH:11]=2)=[CH:4][C:3]=1[NH:22][C:23]([C:25]1[S:33][C:28]2=[N:29][CH:30]=[CH:31][N:32]=[C:27]2[CH:26]=1)=[O:24])#[N:36]. The yield is 0.160. (4) The reactants are Br[C:2]1[CH:7]=[CH:6][C:5]([S:8]([N:11]2[CH2:25][CH2:24][C:14]3([O:19][CH2:18][C:17](=[O:20])[N:16]([CH:21]4[CH2:23][CH2:22]4)[CH2:15]3)[CH2:13][CH2:12]2)(=[O:10])=[O:9])=[CH:4][CH:3]=1.[NH:26]1[C:34]2[C:29](=[CH:30][CH:31]=[C:32](B(O)O)[CH:33]=2)[CH:28]=[N:27]1.C([O-])([O-])=O.[K+].[K+]. The catalyst is O.O1CCOCC1.C1C=CC(P(C2C=CC=CC=2)[C-]2C=CC=C2)=CC=1.C1C=CC(P(C2C=CC=CC=2)[C-]2C=CC=C2)=CC=1.Cl[Pd]Cl.[Fe+2]. The product is [CH:21]1([N:16]2[CH2:15][C:14]3([CH2:24][CH2:25][N:11]([S:8]([C:5]4[CH:6]=[CH:7][C:2]([C:32]5[CH:33]=[C:34]6[C:29]([CH:28]=[N:27][NH:26]6)=[CH:30][CH:31]=5)=[CH:3][CH:4]=4)(=[O:10])=[O:9])[CH2:12][CH2:13]3)[O:19][CH2:18][C:17]2=[O:20])[CH2:23][CH2:22]1. The yield is 0.860. (5) The reactants are [CH3:1][C:2]([N:9]([CH3:11])[NH2:10])([CH3:8])[C:3]([O:5][CH2:6][CH3:7])=[O:4].[CH2:12]([N:19]=[C:20]=[O:21])[C:13]1[CH:18]=[CH:17][CH:16]=[CH:15][CH:14]=1. No catalyst specified. The product is [CH2:12]([NH:19][C:20]([NH:10][N:9]([C:2]([CH3:1])([CH3:8])[C:3]([O:5][CH2:6][CH3:7])=[O:4])[CH3:11])=[O:21])[C:13]1[CH:18]=[CH:17][CH:16]=[CH:15][CH:14]=1. The yield is 0.570. (6) The catalyst is CN(C=O)C. The product is [CH3:12][N:4]([CH2:3][C@H:2]([NH:1][C:19](=[O:24])[CH2:20][CH2:21][CH:22]=[CH2:23])[C:13]1[CH:14]=[CH:15][CH:16]=[CH:17][CH:18]=1)[C:5](=[O:11])[C@H:6]([CH3:10])[CH2:7][CH:8]=[CH2:9]. The yield is 0.640. The reactants are [NH2:1][C@H:2]([C:13]1[CH:18]=[CH:17][CH:16]=[CH:15][CH:14]=1)[CH2:3][N:4]([CH3:12])[C:5](=[O:11])[C@H:6]([CH3:10])[CH2:7][CH:8]=[CH2:9].[C:19](O)(=[O:24])[CH2:20][CH2:21][CH:22]=[CH2:23].